Dataset: Reaction yield outcomes from USPTO patents with 853,638 reactions. Task: Predict the reaction yield, written as a fraction of the theoretical maximum amount of product (1.0 means a 100% yield; for example, 0.34 means a 34% yield). (1) The reactants are [CH:1]1([CH2:6][CH:7]([C:11]2[CH:16]=[CH:15][C:14]([Cl:17])=[C:13]([Cl:18])[CH:12]=2)[C:8]([OH:10])=O)[CH2:5][CH2:4][CH2:3][CH2:2]1.C(Cl)(=O)C(Cl)=O.[F:25][C:26]1[CH:35]=[CH:34][C:29]2[N:30]=[C:31]([NH2:33])[S:32][C:28]=2[CH:27]=1.C(N(CC)C(C)C)(C)C. The catalyst is C(Cl)Cl.CN(C)C=O.O1CCCC1. The product is [CH:1]1([CH2:6][CH:7]([C:11]2[CH:16]=[CH:15][C:14]([Cl:17])=[C:13]([Cl:18])[CH:12]=2)[C:8]([NH:33][C:31]2[S:32][C:28]3[CH:27]=[C:26]([F:25])[CH:35]=[CH:34][C:29]=3[N:30]=2)=[O:10])[CH2:2][CH2:3][CH2:4][CH2:5]1. The yield is 0.950. (2) The reactants are [OH-].[Li+].[CH2:3]([O:10][CH2:11][C:12]1[O:16][C:15]([C:17]2[CH:22]=[CH:21][CH:20]=[CH:19][CH:18]=2)=[N:14][C:13]=1[C:23]([O:25]CC)=[O:24])[C:4]1[CH:9]=[CH:8][CH:7]=[CH:6][CH:5]=1. The catalyst is O1CCCC1.O. The product is [CH2:3]([O:10][CH2:11][C:12]1[O:16][C:15]([C:17]2[CH:22]=[CH:21][CH:20]=[CH:19][CH:18]=2)=[N:14][C:13]=1[C:23]([OH:25])=[O:24])[C:4]1[CH:9]=[CH:8][CH:7]=[CH:6][CH:5]=1. The yield is 0.910. (3) The reactants are [O:1]1[CH2:6][CH2:5][CH2:4][CH2:3][CH:2]1[O:7][CH2:8][CH2:9][O:10][CH:11]1[CH2:16][CH2:15][NH:14][CH2:13][CH2:12]1.[CH3:17][S:18](Cl)(=[O:20])=[O:19]. No catalyst specified. The product is [CH3:17][S:18]([N:14]1[CH2:13][CH2:12][CH:11]([O:10][CH2:9][CH2:8][O:7][CH:2]2[CH2:3][CH2:4][CH2:5][CH2:6][O:1]2)[CH2:16][CH2:15]1)(=[O:20])=[O:19]. The yield is 0.830. (4) The reactants are Br[CH2:2][C:3]([O:5][CH2:6][CH3:7])=[O:4].[CH3:8][CH:9]([NH2:16])[C:10]1[CH:15]=[CH:14][CH:13]=[CH:12][CH:11]=1.C(N(C(C)C)C(C)C)C. The catalyst is C1(C)C=CC=CC=1. The product is [C:10]1([C@H:9]([NH:16][CH2:2][C:3]([O:5][CH2:6][CH3:7])=[O:4])[CH3:8])[CH:15]=[CH:14][CH:13]=[CH:12][CH:11]=1. The yield is 0.630. (5) The yield is 0.470. The product is [CH2:15]([O:1][C:2]1[CH:3]=[C:4]2[C:8](=[CH:9][CH:10]=1)[CH2:7][CH:6]([C:11]([O:13][CH3:14])=[O:12])[CH2:5]2)[C:16]1[CH:21]=[CH:20][CH:19]=[CH:18][CH:17]=1. The reactants are [OH:1][C:2]1[CH:3]=[C:4]2[C:8](=[CH:9][CH:10]=1)[CH2:7][CH:6]([C:11]([O:13][CH3:14])=[O:12])[CH2:5]2.[CH2:15](O)[C:16]1[CH:21]=[CH:20][CH:19]=[CH:18][CH:17]=1.C1(P(C2C=CC=CC=2)C2C=CC=CC=2)C=CC=CC=1.N(C(OCC)=O)=NC(OCC)=O. The catalyst is C1COCC1.CCOC(C)=O. (6) The reactants are [CH:1]1([N:5]2[CH2:10][CH2:9][N:8]([C:11]([C:13]3[CH:14]=[C:15]4[C:19](=[CH:20][CH:21]=3)[NH:18][C:17]([C:22]([N:24]3[CH2:29][CH2:28][S:27](=[O:31])(=[O:30])[CH2:26][CH2:25]3)=[O:23])=[CH:16]4)=[O:12])[CH2:7][CH2:6]2)[CH2:4][CH2:3][CH2:2]1.[Cl:32][C:33]1[CH:38]=[C:37](B(O)O)[CH:36]=[CH:35][N:34]=1.N1C=CC=CC=1. The catalyst is ClCCl.C([O-])(=O)C.[Cu+2].C([O-])(=O)C. The product is [Cl:32][C:33]1[CH:38]=[C:37]([N:18]2[C:19]3[C:15](=[CH:14][C:13]([C:11]([N:8]4[CH2:7][CH2:6][N:5]([CH:1]5[CH2:2][CH2:3][CH2:4]5)[CH2:10][CH2:9]4)=[O:12])=[CH:21][CH:20]=3)[CH:16]=[C:17]2[C:22]([N:24]2[CH2:29][CH2:28][S:27](=[O:30])(=[O:31])[CH2:26][CH2:25]2)=[O:23])[CH:36]=[CH:35][N:34]=1. The yield is 0.320. (7) The reactants are [OH:1][C@H:2]([CH2:24][NH:25][CH2:26][C:27]1[CH:28]=[N:29][CH:30]=[C:31]([CH:33]([CH3:35])[CH3:34])[CH:32]=1)[C@@H:3]([NH:11][C:12]([C:14]1[CH:15]=[C:16]([CH:21]=[CH:22][CH:23]=1)[C:17]([O:19]C)=[O:18])=[O:13])[CH2:4][C:5]1[CH:10]=[CH:9][CH:8]=[CH:7][CH:6]=1.[OH-].[Na+]. The catalyst is CO.C1COCC1. The product is [OH:1][C@H:2]([CH2:24][NH:25][CH2:26][C:27]1[CH:28]=[N:29][CH:30]=[C:31]([CH:33]([CH3:35])[CH3:34])[CH:32]=1)[C@@H:3]([NH:11][C:12]([C:14]1[CH:15]=[C:16]([CH:21]=[CH:22][CH:23]=1)[C:17]([OH:19])=[O:18])=[O:13])[CH2:4][C:5]1[CH:6]=[CH:7][CH:8]=[CH:9][CH:10]=1. The yield is 0.950. (8) The reactants are [Br:1][C:2]1[N:3]=[CH:4][NH:5][CH:6]=1.[H-].[Na+].Br[CH:10]([CH3:12])[CH3:11]. The catalyst is CN(C)C=O. The product is [Br:1][C:2]1[N:3]=[CH:4][N:5]([CH:10]([CH3:12])[CH3:11])[CH:6]=1. The yield is 0.300. (9) The reactants are [CH3:1][O:2][C:3](=[O:14])[C:4]1[CH:9]=[CH:8][C:7](Br)=[CH:6][C:5]=1[N+]([O-])=O.C([Sn](CCCC)(CCCC)[CH:20]=[CH:21][O:22][CH2:23][CH3:24])CCC.O.CCOC(C)=O. The catalyst is O1CCOCC1. The product is [CH3:1][O:2][C:3](=[O:14])[C:4]1[CH:9]=[CH:8][C:7]([C:21]([O:22][CH2:23][CH3:24])=[CH2:20])=[CH:6][CH:5]=1. The yield is 0.790. (10) The catalyst is CO.[OH-].[OH-].[Pd+2]. The product is [NH2:1][C:2]1[N:10]=[CH:9][N:8]=[C:7]2[C:3]=1[N:4]=[CH:5][N:6]2[C@H:11]1[C@@H:15]2[O:16][C:17]([CH3:19])([CH3:20])[O:18][C@@H:14]2[C@@H:13]([CH2:21][N:22]([CH:38]([CH3:40])[CH3:39])[CH2:23][CH2:24][CH2:25][CH2:26][NH2:27])[O:12]1. The yield is 0.660. The reactants are [NH2:1][C:2]1[N:10]=[CH:9][N:8]=[C:7]2[C:3]=1[N:4]=[CH:5][N:6]2[C@H:11]1[C@@H:15]2[O:16][C:17]([CH3:20])([CH3:19])[O:18][C@@H:14]2[C@@H:13]([CH2:21][N:22]([CH:38]([CH3:40])[CH3:39])[CH2:23][CH2:24][CH2:25][CH2:26][NH:27]C(=O)OCC2C=CC=CC=2)[O:12]1.